From a dataset of Full USPTO retrosynthesis dataset with 1.9M reactions from patents (1976-2016). Predict the reactants needed to synthesize the given product. (1) Given the product [C:13]([O:17][C:18]([N:20]1[CH2:25][CH2:24][N:23]([S:26]([C:29]2[CH:30]=[CH:31][C:32]([NH:35][C:1](=[O:6])[C:2]#[C:3][CH3:4])=[CH:33][CH:34]=2)(=[O:28])=[O:27])[CH2:22][CH2:21]1)=[O:19])([CH3:16])([CH3:14])[CH3:15], predict the reactants needed to synthesize it. The reactants are: [C:1]([OH:6])(=O)[C:2]#[C:3][CH3:4].N1C=CC=CC=1.[C:13]([O:17][C:18]([N:20]1[CH2:25][CH2:24][N:23]([S:26]([C:29]2[CH:34]=[CH:33][C:32]([NH2:35])=[CH:31][CH:30]=2)(=[O:28])=[O:27])[CH2:22][CH2:21]1)=[O:19])([CH3:16])([CH3:15])[CH3:14].C(Cl)CCl. (2) Given the product [CH:1]1([CH:4]([OH:5])[CH2:9][N+:6]([O-:8])=[O:7])[CH2:3][CH2:2]1, predict the reactants needed to synthesize it. The reactants are: [CH:1]1([CH:4]=[O:5])[CH2:3][CH2:2]1.[N+:6]([CH3:9])([O-:8])=[O:7].[OH-].[Na+].CC(O)=O. (3) Given the product [C:1]([C:5]1[CH:6]=[CH:7][C:8]([CH3:17])=[C:9]([C:11]#[CH:12])[CH:10]=1)([CH3:4])([CH3:3])[CH3:2], predict the reactants needed to synthesize it. The reactants are: [C:1]([C:5]1[CH:6]=[CH:7][C:8]([CH3:17])=[C:9]([C:11]#[C:12][Si](C)(C)C)[CH:10]=1)([CH3:4])([CH3:3])[CH3:2].C(=O)([O-])[O-].[K+].[K+].